Dataset: NCI-60 drug combinations with 297,098 pairs across 59 cell lines. Task: Regression. Given two drug SMILES strings and cell line genomic features, predict the synergy score measuring deviation from expected non-interaction effect. (1) Drug 1: C1CC(=O)NC(=O)C1N2C(=O)C3=CC=CC=C3C2=O. Drug 2: C1C(C(OC1N2C=NC3=C2NC=NCC3O)CO)O. Cell line: UO-31. Synergy scores: CSS=3.99, Synergy_ZIP=-1.44, Synergy_Bliss=-0.464, Synergy_Loewe=1.93, Synergy_HSA=-0.0713. (2) Drug 1: C#CCC(CC1=CN=C2C(=N1)C(=NC(=N2)N)N)C3=CC=C(C=C3)C(=O)NC(CCC(=O)O)C(=O)O. Drug 2: C1CCC(C(C1)N)N.C(=O)(C(=O)[O-])[O-].[Pt+4]. Cell line: BT-549. Synergy scores: CSS=12.5, Synergy_ZIP=-3.18, Synergy_Bliss=-2.72, Synergy_Loewe=-1.71, Synergy_HSA=-1.75. (3) Drug 1: COC1=CC(=CC(=C1O)OC)C2C3C(COC3=O)C(C4=CC5=C(C=C24)OCO5)OC6C(C(C7C(O6)COC(O7)C8=CC=CS8)O)O. Drug 2: C(=O)(N)NO. Cell line: UACC62. Synergy scores: CSS=35.4, Synergy_ZIP=0.451, Synergy_Bliss=2.87, Synergy_Loewe=-25.5, Synergy_HSA=4.95. (4) Drug 1: CC12CCC3C(C1CCC2NC(=O)OCC(F)(F)F)CCC4C3(C=CC(=O)N4C)C. Drug 2: C1CCC(C(C1)[NH-])[NH-].C(=O)(C(=O)[O-])[O-].[Pt+4]. Cell line: SK-OV-3. Synergy scores: CSS=11.7, Synergy_ZIP=2.17, Synergy_Bliss=5.44, Synergy_Loewe=-3.52, Synergy_HSA=-0.133. (5) Drug 1: C1C(C(OC1N2C=C(C(=O)NC2=O)F)CO)O. Drug 2: CCC(=C(C1=CC=CC=C1)C2=CC=C(C=C2)OCCN(C)C)C3=CC=CC=C3.C(C(=O)O)C(CC(=O)O)(C(=O)O)O. Cell line: HCT-15. Synergy scores: CSS=38.3, Synergy_ZIP=3.73, Synergy_Bliss=6.41, Synergy_Loewe=3.39, Synergy_HSA=4.50. (6) Drug 1: C1=CC(=CC=C1CCCC(=O)O)N(CCCl)CCCl. Drug 2: C(=O)(N)NO. Cell line: NCI-H522. Synergy scores: CSS=17.5, Synergy_ZIP=-8.81, Synergy_Bliss=-4.52, Synergy_Loewe=-10.2, Synergy_HSA=-2.73. (7) Drug 1: CC1=C(C=C(C=C1)NC2=NC=CC(=N2)N(C)C3=CC4=NN(C(=C4C=C3)C)C)S(=O)(=O)N.Cl. Drug 2: C#CCC(CC1=CN=C2C(=N1)C(=NC(=N2)N)N)C3=CC=C(C=C3)C(=O)NC(CCC(=O)O)C(=O)O. Cell line: EKVX. Synergy scores: CSS=6.15, Synergy_ZIP=-0.677, Synergy_Bliss=1.94, Synergy_Loewe=-3.94, Synergy_HSA=1.14. (8) Drug 1: CCN(CC)CCNC(=O)C1=C(NC(=C1C)C=C2C3=C(C=CC(=C3)F)NC2=O)C. Drug 2: CCC1(CC2CC(C3=C(CCN(C2)C1)C4=CC=CC=C4N3)(C5=C(C=C6C(=C5)C78CCN9C7C(C=CC9)(C(C(C8N6C)(C(=O)OC)O)OC(=O)C)CC)OC)C(=O)OC)O.OS(=O)(=O)O. Cell line: OVCAR-8. Synergy scores: CSS=-0.774, Synergy_ZIP=0.118, Synergy_Bliss=1.98, Synergy_Loewe=-0.836, Synergy_HSA=-0.564. (9) Drug 1: CN(CC1=CN=C2C(=N1)C(=NC(=N2)N)N)C3=CC=C(C=C3)C(=O)NC(CCC(=O)O)C(=O)O. Drug 2: COC1=NC(=NC2=C1N=CN2C3C(C(C(O3)CO)O)O)N. Cell line: 786-0. Synergy scores: CSS=7.22, Synergy_ZIP=-4.72, Synergy_Bliss=-0.915, Synergy_Loewe=-2.12, Synergy_HSA=-1.18. (10) Drug 1: CC(C)(C#N)C1=CC(=CC(=C1)CN2C=NC=N2)C(C)(C)C#N. Drug 2: COC1=NC(=NC2=C1N=CN2C3C(C(C(O3)CO)O)O)N. Cell line: NCI/ADR-RES. Synergy scores: CSS=-0.419, Synergy_ZIP=-2.70, Synergy_Bliss=-7.23, Synergy_Loewe=-97.8, Synergy_HSA=-6.02.